From a dataset of Catalyst prediction with 721,799 reactions and 888 catalyst types from USPTO. Predict which catalyst facilitates the given reaction. (1) Reactant: Br[C:2]1[CH:3]=[CH:4][C:5]([F:12])=[C:6]([NH:8][C:9](=[O:11])[CH3:10])[CH:7]=1.[CH3:13][C@H:14]1[CH2:19][NH:18][CH2:17][C@@H:16]([CH3:20])[NH:15]1.CC(C)([O-])C.[Na+].C1(P(C2CCCCC2)C2C=CC=CC=2C2C=CC=CC=2N(C)C)CCCCC1. Product: [NH3:8].[CH3:13][C@H:14]1[NH:15][C@@H:16]([CH3:20])[CH2:17][N:18]([C:2]2[CH:3]=[CH:4][C:5]([F:12])=[C:6]([NH:8][C:9](=[O:11])[CH3:10])[CH:7]=2)[CH2:19]1. The catalyst class is: 62. (2) Reactant: [CH2:1]([O:8][C:9]([NH:11][C@@H:12]([CH2:25][NH:26]C(OC(C)(C)C)=O)[C:13]([N:15]1[CH2:20][CH2:19][CH2:18][CH2:17][C@@H:16]1[C:21]([O:23][CH3:24])=[O:22])=[O:14])=[O:10])[C:2]1[CH:7]=[CH:6][CH:5]=[CH:4][CH:3]=1.[C:34]([OH:40])([C:36]([F:39])([F:38])[F:37])=[O:35]. Product: [F:37][C:36]([F:39])([F:38])[C:34]([OH:40])=[O:35].[NH2:26][CH2:25][C@H:12]([NH:11][C:9]([O:8][CH2:1][C:2]1[CH:3]=[CH:4][CH:5]=[CH:6][CH:7]=1)=[O:10])[C:13]([N:15]1[CH2:20][CH2:19][CH2:18][CH2:17][C@@H:16]1[C:21]([O:23][CH3:24])=[O:22])=[O:14]. The catalyst class is: 2. (3) The catalyst class is: 16. Reactant: [N:1]1[CH:6]=[CH:5][CH:4]=[C:3]([NH:7][C:8](=[O:15])OCC(Cl)(Cl)Cl)[CH:2]=1.[F:16][C:17]1[C:22]([F:23])=[CH:21][CH:20]=[CH:19][C:18]=1[C:24]1[N:29]=[C:28]([N:30]2[CH2:35][CH2:34][NH:33][CH2:32][CH2:31]2)[CH:27]=[CH:26][N:25]=1.C(N(C(C)C)CC)(C)C.O. Product: [F:16][C:17]1[C:22]([F:23])=[CH:21][CH:20]=[CH:19][C:18]=1[C:24]1[N:29]=[C:28]([N:30]2[CH2:35][CH2:34][N:33]([C:8]([NH:7][C:3]3[CH:2]=[N:1][CH:6]=[CH:5][CH:4]=3)=[O:15])[CH2:32][CH2:31]2)[CH:27]=[CH:26][N:25]=1. (4) Reactant: [Cl:1][C:2]1[CH:3]=[CH:4][C:5]([N:45]2[CH:49]=[N:48][N:47]=[N:46]2)=[C:6](/[CH:8]=[CH:9]/[C:10]([N:12]2[CH2:21][CH2:20][C:19]3[C:14](=[CH:15][CH:16]=[CH:17][C:18]=3[C:22](=[O:28])[NH:23][CH2:24][CH2:25][O:26][CH3:27])[CH:13]2[C:29]([NH:31][C:32]2[CH:44]=[CH:43][C:35]([C:36]([O:38]C(C)(C)C)=[O:37])=[CH:34][CH:33]=2)=[O:30])=[O:11])[CH:7]=1.COCCN.F[P-](F)(F)(F)(F)F.N1(O[P+](N(C)C)(N(C)C)N(C)C)C2C=CC=CC=2N=N1.CCN(C(C)C)C(C)C. Product: [Cl:1][C:2]1[CH:3]=[CH:4][C:5]([N:45]2[CH:49]=[N:48][N:47]=[N:46]2)=[C:6](/[CH:8]=[CH:9]/[C:10]([N:12]2[CH2:21][CH2:20][C:19]3[C:14](=[CH:15][CH:16]=[CH:17][C:18]=3[C:22](=[O:28])[NH:23][CH2:24][CH2:25][O:26][CH3:27])[CH:13]2[C:29]([NH:31][C:32]2[CH:33]=[CH:34][C:35]([C:36]([OH:38])=[O:37])=[CH:43][CH:44]=2)=[O:30])=[O:11])[CH:7]=1. The catalyst class is: 3. (5) Reactant: C(=O)([O-])[O-].[Cs+].[Cs+].[OH:7][CH:8]([CH2:12][C:13]([CH3:16])([CH3:15])[CH3:14])[C:9]([OH:11])=[O:10].[CH2:17](Br)[C:18]1[CH:23]=[CH:22][CH:21]=[CH:20][CH:19]=1. Product: [OH:7][CH:8]([CH2:12][C:13]([CH3:16])([CH3:15])[CH3:14])[C:9]([O:11][CH2:17][C:18]1[CH:23]=[CH:22][CH:21]=[CH:20][CH:19]=1)=[O:10]. The catalyst class is: 24. (6) Reactant: [C:1]([C:4]1[CH:8]=[C:7]([CH3:9])[N:6]([CH2:10][CH2:11]O)[N:5]=1)(=[O:3])[CH3:2].C1(P(C2C=CC=CC=2)C2C=CC=CC=2)C=CC=CC=1.[SH:32][C:33]1[N:37]([CH3:38])[N:36]=[N:35][N:34]=1.CCOC(/N=N/C(OCC)=O)=O. Product: [C:1]([C:4]1[CH:8]=[C:7]([CH3:9])[N:6]([CH2:10][CH2:11][S:32][C:33]2[N:37]([CH3:38])[N:36]=[N:35][N:34]=2)[N:5]=1)(=[O:3])[CH3:2]. The catalyst class is: 1.